From a dataset of Forward reaction prediction with 1.9M reactions from USPTO patents (1976-2016). Predict the product of the given reaction. (1) Given the reactants [CH3:1][O:2][C:3]1[C:8]2[N:9]=[CH:10][S:11][C:7]=2[CH:6]=[CH:5][CH:4]=1.[Li]CCCC.[CH3:17][S:18]SC.O, predict the reaction product. The product is: [CH3:1][O:2][C:3]1[C:8]2[N:9]=[C:10]([S:18][CH3:17])[S:11][C:7]=2[CH:6]=[CH:5][CH:4]=1. (2) Given the reactants C([O-])(=O)C.[Na+].Cl.[NH2:7][OH:8].[F:9][C:10]1[CH:11]=[CH:12][C:13]([CH:16]=O)=[N:14][CH:15]=1.C([O-])(O)=O.[Na+], predict the reaction product. The product is: [F:9][C:10]1[CH:11]=[CH:12][C:13](/[CH:16]=[N:7]/[OH:8])=[N:14][CH:15]=1. (3) Given the reactants [CH3:1][O:2][C:3]1[CH:25]=[CH:24][C:6]([CH2:7][N:8]2[C:14](=[O:15])[C:13]3[CH:16]=[C:17]([C:20](OC)=[O:21])[CH:18]=[CH:19][C:12]=3[O:11][CH2:10][CH2:9]2)=[CH:5][CH:4]=1.[NH2:26][OH:27].[OH-].[Na+], predict the reaction product. The product is: [OH:27][NH:26][C:20]([C:17]1[CH:18]=[CH:19][C:12]2[O:11][CH2:10][CH2:9][N:8]([CH2:7][C:6]3[CH:24]=[CH:25][C:3]([O:2][CH3:1])=[CH:4][CH:5]=3)[C:14](=[O:15])[C:13]=2[CH:16]=1)=[O:21]. (4) Given the reactants [ClH:1].[N:2]12[CH2:11][CH:6]3[CH2:7][CH:8]([CH2:10][CH:4]([C@@H:5]3[NH2:12])[CH2:3]1)[CH2:9]2.[S:13]1[C:17]2[CH:18]=[CH:19][CH:20]=[CH:21][C:16]=2[C:15]([C:22](O)=[O:23])=[CH:14]1.N, predict the reaction product. The product is: [ClH:1].[N:2]12[CH2:11][CH:6]3[CH2:7][CH:8]([CH2:10][CH:4]([C@@H:5]3[NH:12][C:22]([C:15]3[C:16]4[CH:21]=[CH:20][CH:19]=[CH:18][C:17]=4[S:13][CH:14]=3)=[O:23])[CH2:3]1)[CH2:9]2.